From a dataset of CYP2D6 inhibition data for predicting drug metabolism from PubChem BioAssay. Regression/Classification. Given a drug SMILES string, predict its absorption, distribution, metabolism, or excretion properties. Task type varies by dataset: regression for continuous measurements (e.g., permeability, clearance, half-life) or binary classification for categorical outcomes (e.g., BBB penetration, CYP inhibition). Dataset: cyp2d6_veith. (1) The compound is CCCCNC(=O)NS(=O)(=O)c1ccc(C)cc1. The result is 0 (non-inhibitor). (2) The result is 0 (non-inhibitor). The molecule is CC(CC(=O)NC1CCCC1)c1ccccc1. (3) The molecule is Cc1cc(=O)[nH]c2ccccc12. The result is 0 (non-inhibitor). (4) The molecule is Cc1cnc(CNc2ncnc3ccc(-c4ccc5c(c4)OCO5)cc23)cn1. The result is 1 (inhibitor). (5) The molecule is COC(=O)N1CCC2(CCCN(C(=O)Nc3ccccc3)C2)CC1. The result is 0 (non-inhibitor). (6) The drug is COc1cccc(/C=N/NC(=O)c2nc(-c3ccccc3)cc(-c3ccccc3)n2)c1. The result is 0 (non-inhibitor).